From a dataset of Forward reaction prediction with 1.9M reactions from USPTO patents (1976-2016). Predict the product of the given reaction. (1) Given the reactants [Cl:1][C:2]1[CH:3]=[C:4]([CH:8]([CH3:38])[CH2:9][N:10]([CH2:23][CH2:24][CH2:25][O:26][C:27]2[CH2:28][C:29](=[CH:33][C:34]([O:36]C)=[O:35])[CH:30]=[CH:31][CH:32]=2)[CH2:11][C:12]2[CH:17]=[CH:16][CH:15]=[C:14]([C:18]([F:21])([F:20])[F:19])[C:13]=2[Cl:22])[CH:5]=[CH:6][CH:7]=1.ClC1C=CC=CC=1C(C)CN(CCCOC1CC(=CC(O)=O)C=CC=1)CC1C=CC=C(C(F)(F)F)C=1Cl, predict the reaction product. The product is: [ClH:1].[Cl:1][C:2]1[CH:3]=[C:4]([CH:8]([CH3:38])[CH2:9][N:10]([CH2:23][CH2:24][CH2:25][O:26][C:27]2[CH2:28][C:29](=[CH:33][C:34]([OH:36])=[O:35])[CH:30]=[CH:31][CH:32]=2)[CH2:11][C:12]2[CH:17]=[CH:16][CH:15]=[C:14]([C:18]([F:20])([F:19])[F:21])[C:13]=2[Cl:22])[CH:5]=[CH:6][CH:7]=1. (2) The product is: [Cl:42][C:40]1[CH:39]=[CH:38][C:36]2[N:37]=[C:33]([NH:31][N:32]=[CH:29][C:27]3[S:28][C:24]([N+:21]([O-:23])=[O:22])=[CH:25][CH:26]=3)[S:34][C:35]=2[CH:41]=1. Given the reactants S1C2C=CC=CC=2N=C1NN=CC1OC([N+]([O-])=O)=CC=1.[N+:21]([C:24]1[S:28][C:27]([CH:29]=O)=[CH:26][CH:25]=1)([O-:23])=[O:22].[NH:31]([C:33]1[S:34][C:35]2[CH:41]=[C:40]([Cl:42])[CH:39]=[CH:38][C:36]=2[N:37]=1)[NH2:32], predict the reaction product.